This data is from Full USPTO retrosynthesis dataset with 1.9M reactions from patents (1976-2016). The task is: Predict the reactants needed to synthesize the given product. (1) Given the product [Cl:12][C:13]1[C:14]([F:21])=[C:15]([CH:18]=[CH:19][CH:20]=1)/[CH:16]=[C:8]1\[C:9](=[O:11])[NH:10][C:4]2[CH:3]=[C:2]([OH:1])[N:7]=[CH:6][C:5]\1=2, predict the reactants needed to synthesize it. The reactants are: [OH:1][C:2]1[N:7]=[CH:6][C:5]2[CH2:8][C:9](=[O:11])[NH:10][C:4]=2[CH:3]=1.[Cl:12][C:13]1[C:14]([F:21])=[C:15]([CH:18]=[CH:19][CH:20]=1)[CH:16]=O.N1CCCCC1. (2) Given the product [Cl:1][C:2]1[CH:7]=[CH:6][CH:5]=[C:4]([Cl:8])[C:3]=1[C:9]1[NH:13][C:12](=[O:14])[N:11]([C:15]2[CH:24]=[CH:23][C:18]([C:19]([NH:32][C:31]3[CH:33]=[CH:34][CH:35]=[C:29]([C:28]([F:27])([F:36])[F:37])[CH:30]=3)=[O:20])=[C:17]([O:25][CH3:26])[CH:16]=2)[N:10]=1, predict the reactants needed to synthesize it. The reactants are: [Cl:1][C:2]1[CH:7]=[CH:6][CH:5]=[C:4]([Cl:8])[C:3]=1[C:9]1[NH:13][C:12](=[O:14])[N:11]([C:15]2[CH:24]=[CH:23][C:18]([C:19](OC)=[O:20])=[C:17]([O:25][CH3:26])[CH:16]=2)[N:10]=1.[F:27][C:28]([F:37])([F:36])[C:29]1[CH:30]=[C:31]([CH:33]=[CH:34][CH:35]=1)[NH2:32].C[Al](C)C. (3) Given the product [CH3:1][C:2]1[CH:7]=[C:6]([CH3:8])[CH:5]=[CH:4][C:3]=1[C:9]1[C:10]2[C:17]([C:18]([NH2:35])=[O:19])=[CH:16][N:15]([CH2:21][O:22][CH2:23][CH2:24][Si:25]([CH3:27])([CH3:28])[CH3:26])[C:11]=2[N:12]=[CH:13][N:14]=1, predict the reactants needed to synthesize it. The reactants are: [CH3:1][C:2]1[CH:7]=[C:6]([CH3:8])[CH:5]=[CH:4][C:3]=1[C:9]1[C:10]2[C:17]([C:18](O)=[O:19])=[CH:16][N:15]([CH2:21][O:22][CH2:23][CH2:24][Si:25]([CH3:28])([CH3:27])[CH3:26])[C:11]=2[N:12]=[CH:13][N:14]=1.C(Cl)(=O)C(Cl)=O.[NH3:35]. (4) Given the product [Cl:1][C:2]1[CH:10]=[C:13]([CH2:17][OH:16])[CH:14]=[CH:15][C:3]=1[CH3:4], predict the reactants needed to synthesize it. The reactants are: [Cl:1][C:2]1[CH:10]=CC(C(O)=O)=[C:4](C)[CH:3]=1.B.[CH2:13]1[CH2:17][O:16][CH2:15][CH2:14]1.CO. (5) Given the product [CH3:1][O:2][C:3]1[CH:4]=[CH:5][C:6]([CH2:11][C@@H:12]2[C@@H:17]([CH2:18][C:19]3[CH:20]=[CH:21][C:22]([OH:27])=[C:23]([O:25][CH3:26])[CH:24]=3)[C:15](=[O:16])[O:14][CH2:13]2)=[CH:7][C:8]=1[O:9][CH3:10].[C:28]([O-:43])(=[O:42])[CH2:29][CH2:30][CH2:31][CH2:32][CH2:33][CH2:34][CH2:35][CH2:36][CH2:37][CH2:38][CH2:39][CH2:40][CH3:41], predict the reactants needed to synthesize it. The reactants are: [CH3:1][O:2][C:3]1[CH:4]=[CH:5][C:6]([CH2:11][C@@H:12]2[C@@H:17]([CH2:18][C:19]3[CH:20]=[CH:21][C:22]([OH:27])=[C:23]([O:25][CH3:26])[CH:24]=3)[C:15](=[O:16])[O:14][CH2:13]2)=[CH:7][C:8]=1[O:9][CH3:10].[C:28]([OH:43])(=[O:42])[CH2:29][CH2:30][CH2:31][CH2:32][CH2:33][CH2:34][CH2:35][CH2:36][CH2:37][CH2:38][CH2:39][CH2:40][CH3:41].O. (6) Given the product [OH:18][C:6]1[CH:5]=[C:4]([CH:9]=[C:8]([O:10][CH:11]2[CH2:15][CH2:14][N:13]([CH3:16])[C:12]2=[O:17])[CH:7]=1)[C:3]([O:2][CH3:1])=[O:26], predict the reactants needed to synthesize it. The reactants are: [CH3:1][O:2][C:3](=[O:26])[C:4]1[CH:9]=[C:8]([O:10][CH:11]2[CH2:15][CH2:14][N:13]([CH3:16])[C:12]2=[O:17])[CH:7]=[C:6]([O:18]CC2C=CC=CC=2)[CH:5]=1.